This data is from Reaction yield outcomes from USPTO patents with 853,638 reactions. The task is: Predict the reaction yield, written as a fraction of the theoretical maximum amount of product (1.0 means a 100% yield; for example, 0.34 means a 34% yield). (1) The reactants are [CH3:1][O:2][C:3]1[CH:8]=[CH:7][C:6]([S:9][C:10]([CH3:16])([CH3:15])[CH2:11][C:12]([OH:14])=O)=[CH:5][CH:4]=1.C(Cl)(=O)C(Cl)=O.Cl[Sn](Cl)(Cl)Cl. The catalyst is C1C=CC=CC=1.C(Cl)Cl. The product is [CH3:1][O:2][C:3]1[CH:4]=[C:5]2[C:6](=[CH:7][CH:8]=1)[S:9][C:10]([CH3:16])([CH3:15])[CH2:11][C:12]2=[O:14]. The yield is 0.780. (2) The reactants are [CH3:1][O:2][C:3]1[CH:11]=[CH:10][C:6]([C:7]([OH:9])=O)=[CH:5][CH:4]=1.C(N(CC)CC)C.F[P-](F)(F)(F)(F)F.CN(C)C(F)=[N+](C)C.[N:34]1[N:38]2[CH2:39][CH2:40][NH:41][CH2:42][C:37]2=[CH:36][C:35]=1[C:43]([O:45][CH2:46][CH3:47])=[O:44]. The catalyst is CN(C)C=O.O. The product is [CH3:1][O:2][C:3]1[CH:4]=[CH:5][C:6]([C:7]([N:41]2[CH2:40][CH2:39][N:38]3[N:34]=[C:35]([C:43]([O:45][CH2:46][CH3:47])=[O:44])[CH:36]=[C:37]3[CH2:42]2)=[O:9])=[CH:10][CH:11]=1. The yield is 1.00. (3) The reactants are [F:1][C:2]1[CH:7]=[CH:6][C:5]([S:8]([C@@:11]2([C:29]3[CH:34]=[CH:33][C:32]([C:35]([F:44])([C:40]([F:43])([F:42])[F:41])[C:36]([F:39])([F:38])[F:37])=[CH:31][CH:30]=3)[CH2:15][CH2:14][N:13]([C:16]([C:18]3([C:26](O)=[O:27])[CH2:23][CH2:22][S:21](=[O:25])(=[O:24])[CH2:20][CH2:19]3)=[O:17])[CH2:12]2)(=[O:10])=[O:9])=[CH:4][CH:3]=1.C[CH2:46][N:47](C(C)C)C(C)C.F[P-](F)(F)(F)(F)F.N1(O[P+](N(C)C)(N(C)C)N(C)C)C2C=CC=CC=2N=N1.CN. The catalyst is C1COCC1.C(Cl)Cl. The product is [F:1][C:2]1[CH:3]=[CH:4][C:5]([S:8]([C@@:11]2([C:29]3[CH:30]=[CH:31][C:32]([C:35]([F:44])([C:40]([F:41])([F:42])[F:43])[C:36]([F:37])([F:39])[F:38])=[CH:33][CH:34]=3)[CH2:15][CH2:14][N:13]([C:16]([C:18]3([C:26]([NH:47][CH3:46])=[O:27])[CH2:23][CH2:22][S:21](=[O:25])(=[O:24])[CH2:20][CH2:19]3)=[O:17])[CH2:12]2)(=[O:9])=[O:10])=[CH:6][CH:7]=1. The yield is 0.720. (4) The reactants are [Cl:1][C:2]1[CH:7]=[CH:6][N:5]=[C:4]2[NH:8][C:9]([C:11]3[CH:16]=[CH:15][C:14]([C:17]([N:19]4[CH2:24][CH2:23][O:22][CH2:21][CH2:20]4)=[O:18])=[CH:13][CH:12]=3)=[N:10][C:3]=12.[CH3:25][O:26][C:27]1[CH:32]=[C:31](OC)[CH:30]=[CH:29][C:28]=1B(O)O.C(=O)([O-])[O-].[Na+].[Na+]. The catalyst is C1C=CC(P(C2C=CC=CC=2)[C-]2C=CC=C2)=CC=1.C1C=CC(P(C2C=CC=CC=2)[C-]2C=CC=C2)=CC=1.Cl[Pd]Cl.[Fe+2]. The product is [ClH:1].[CH3:25][O:26][C:27]1[CH:32]=[CH:31][CH:30]=[CH:29][C:28]=1[C:2]1[CH:7]=[CH:6][N:5]=[C:4]2[NH:8][C:9]([C:11]3[CH:16]=[CH:15][C:14]([C:17]([N:19]4[CH2:24][CH2:23][O:22][CH2:21][CH2:20]4)=[O:18])=[CH:13][CH:12]=3)=[N:10][C:3]=12. The yield is 0.0900. (5) The yield is 0.670. The reactants are [CH3:1][C:2]1[CH:7]=[C:6]([CH3:8])[CH:5]=[CH:4][C:3]=1[C:9](=[O:15])/[CH:10]=[CH:11]/[C:12]([OH:14])=[O:13].[CH2:16]([N:19]1[C:27]2[C:22](=[CH:23][CH:24]=[CH:25][CH:26]=2)[CH:21]=[CH:20]1)[CH2:17][CH3:18]. The product is [CH3:1][C:2]1[CH:7]=[C:6]([CH3:8])[CH:5]=[CH:4][C:3]=1[C:9](=[O:15])[CH2:10][CH:11]([C:21]1[C:22]2[C:27](=[CH:26][CH:25]=[CH:24][CH:23]=2)[N:19]([CH2:16][CH2:17][CH3:18])[CH:20]=1)[C:12]([OH:14])=[O:13]. The catalyst is C1C=CC=CC=1.